Task: Predict the product of the given reaction.. Dataset: Forward reaction prediction with 1.9M reactions from USPTO patents (1976-2016) (1) Given the reactants C([O:5][C:6]([CH:8]1[CH:12]([C:13]2[CH:18]=[C:17]([Cl:19])[CH:16]=[CH:15][C:14]=2[O:20][CH2:21][CH2:22][O:23][Si](C(C)(C)C)(C)C)[C:11]([C:33]2[CH:38]=[CH:37][C:36]([Cl:39])=[CH:35][C:34]=2[F:40])([C:31]#[N:32])[CH:10]([CH2:41][C:42]([CH3:45])([CH3:44])[CH3:43])[NH:9]1)=[O:7])(C)(C)C.[F:46][C:47]([F:52])([F:51])[C:48]([OH:50])=[O:49], predict the reaction product. The product is: [F:46][C:47]([F:52])([F:51])[C:48]([OH:50])=[O:49].[Cl:39][C:36]1[CH:37]=[CH:38][C:33]([C:11]2([C:31]#[N:32])[CH:10]([CH2:41][C:42]([CH3:43])([CH3:44])[CH3:45])[NH:9][CH:8]([C:6]([OH:7])=[O:5])[CH:12]2[C:13]2[CH:18]=[C:17]([Cl:19])[CH:16]=[CH:15][C:14]=2[O:20][CH2:21][CH2:22][OH:23])=[C:34]([F:40])[CH:35]=1. (2) Given the reactants [CH:1]([O:4][C:5]1[CH:14]=[CH:13][C:12]2[NH:11][CH:10]=[CH:9][C:8](=[O:15])[C:7]=2[C:6]=1C(OC)=O)([CH3:3])[CH3:2].C1[CH2:24][O:23]CC1.[OH2:25].[OH-].[Li+], predict the reaction product. The product is: [CH:1]([O:4][C:5]1[CH:6]=[C:7]2[C:12](=[CH:13][C:14]=1[C:24]([OH:23])=[O:25])[NH:11][CH:10]=[CH:9][C:8]2=[O:15])([CH3:2])[CH3:3]. (3) Given the reactants [CH3:1][C:2]1[CH:3]=[N:4][CH:5]=[C:6]([CH:10]=1)[C:7]([OH:9])=O.O=C1N(P(Cl)(N2CCOC2=O)=O)CCO1.C(N(CC)CC)C.[Br:33][C:34]1[C:35]([F:44])=[C:36]2[C:42]([NH2:43])=[CH:41][NH:40][C:37]2=[N:38][CH:39]=1.[Li+].[OH-].C([O-])([O-])=O.[Na+].[Na+], predict the reaction product. The product is: [Br:33][C:34]1[C:35]([F:44])=[C:36]2[C:42]([NH:43][C:7](=[O:9])[C:6]3[CH:10]=[C:2]([CH3:1])[CH:3]=[N:4][CH:5]=3)=[CH:41][NH:40][C:37]2=[N:38][CH:39]=1. (4) Given the reactants [CH3:1][O:2][C:3]1[CH:23]=[CH:22][CH:21]=[CH:20][C:4]=1[CH2:5][O:6][CH2:7][CH2:8][O:9][C:10]1[CH:19]=[CH:18][C:13]([C:14]([O:16]C)=[O:15])=[CH:12][CH:11]=1.[OH-].[Li+], predict the reaction product. The product is: [CH3:1][O:2][C:3]1[CH:23]=[CH:22][CH:21]=[CH:20][C:4]=1[CH2:5][O:6][CH2:7][CH2:8][O:9][C:10]1[CH:19]=[CH:18][C:13]([C:14]([OH:16])=[O:15])=[CH:12][CH:11]=1. (5) Given the reactants [Na].[C:2]1([N:8]2[C:12]([SH:13])=[N:11][N:10]=[N:9]2)[CH:7]=[CH:6][CH:5]=[CH:4][CH:3]=1.I[CH2:15][C@H:16]1[CH2:36][CH2:35][C:18]2([O:22][C@H:21]([C:23]3[CH:28]=[CH:27][CH:26]=[CH:25][CH:24]=3)[C@@H:20]([C:29]3[CH:34]=[CH:33][CH:32]=[CH:31][CH:30]=3)[O:19]2)[CH2:17]1, predict the reaction product. The product is: [C:29]1([C@@H:20]2[C@@H:21]([C:23]3[CH:24]=[CH:25][CH:26]=[CH:27][CH:28]=3)[O:22][C:18]3([CH2:35][CH2:36][C@H:16]([CH2:15][S:13][C:12]4[N:8]([C:2]5[CH:3]=[CH:4][CH:5]=[CH:6][CH:7]=5)[N:9]=[N:10][N:11]=4)[CH2:17]3)[O:19]2)[CH:34]=[CH:33][CH:32]=[CH:31][CH:30]=1. (6) Given the reactants C[O:2][C:3](=[O:30])[C:4]([CH3:29])([NH:6][C:7]([C:9]1[CH:18]=[CH:17][C:16]2[C:11](=[CH:12][CH:13]=[CH:14][CH:15]=2)[C:10]=1[CH2:19][CH2:20][CH2:21][CH2:22][C:23]1[CH:28]=[CH:27][CH:26]=[CH:25][CH:24]=1)=[O:8])[CH3:5].[OH-].[Na+].Cl, predict the reaction product. The product is: [CH3:29][C:4]([NH:6][C:7]([C:9]1[CH:18]=[CH:17][C:16]2[C:11](=[CH:12][CH:13]=[CH:14][CH:15]=2)[C:10]=1[CH2:19][CH2:20][CH2:21][CH2:22][C:23]1[CH:24]=[CH:25][CH:26]=[CH:27][CH:28]=1)=[O:8])([CH3:5])[C:3]([OH:30])=[O:2]. (7) Given the reactants [Br:1][C:2]1[CH:7]=[CH:6][C:5]([S:8](Cl)(=[O:10])=[O:9])=[CH:4][C:3]=1[C:12]([F:15])([F:14])[F:13].[CH3:16][N:17]([CH3:25])[CH:18]1[CH2:23][CH2:22][CH:21]([NH2:24])[CH2:20][CH2:19]1.C(N(CC)C(C)C)(C)C, predict the reaction product. The product is: [Br:1][C:2]1[CH:7]=[CH:6][C:5]([S:8]([NH:24][CH:21]2[CH2:22][CH2:23][CH:18]([N:17]([CH3:25])[CH3:16])[CH2:19][CH2:20]2)(=[O:10])=[O:9])=[CH:4][C:3]=1[C:12]([F:15])([F:14])[F:13]. (8) Given the reactants C([O:5][C:6](=[O:38])[CH2:7][CH2:8][CH2:9][CH2:10][CH:11]([O:13][C:14]1[C:15]2[C:22]([C:23]3[CH:28]=[CH:27][C:26]([CH2:29][CH3:30])=[CH:25][CH:24]=3)=[C:21]([C:31]3[CH:36]=[CH:35][CH:34]=[CH:33][C:32]=3[F:37])[O:20][C:16]=2[N:17]=[CH:18][N:19]=1)[CH3:12])(C)(C)C, predict the reaction product. The product is: [CH2:29]([C:26]1[CH:27]=[CH:28][C:23]([C:22]2[C:15]3[C:14]([O:13][CH:11]([CH3:12])[CH2:10][CH2:9][CH2:8][CH2:7][C:6]([OH:38])=[O:5])=[N:19][CH:18]=[N:17][C:16]=3[O:20][C:21]=2[C:31]2[CH:36]=[CH:35][CH:34]=[CH:33][C:32]=2[F:37])=[CH:24][CH:25]=1)[CH3:30].